Task: Predict the reaction yield, written as a fraction of the theoretical maximum amount of product (1.0 means a 100% yield; for example, 0.34 means a 34% yield).. Dataset: Reaction yield outcomes from USPTO patents with 853,638 reactions (1) The reactants are C([N:4](CC)[CH:5]([CH3:7])[CH3:6])(C)C.[F:10][C:11]1[CH:19]=[C:18]2[C:14]([C:15]([C:21]3[N:22]=[C:23]4[C:29]([C:30]([OH:32])=O)=[CH:28][N:27]([CH2:33][O:34][CH2:35][CH2:36][Si:37]([CH3:40])([CH3:39])[CH3:38])[C:24]4=[N:25][CH:26]=3)=[N:16][N:17]2[CH3:20])=[CH:13][CH:12]=1.CN(C(O[N:49]1N=N[C:51]2[CH:52]=[CH:53]C=N[C:50]1=2)=[N+](C)C)C.F[P-](F)(F)(F)(F)F.O. The catalyst is FC(F)(F)C(O)=O.N[C@@H]1CC[C@H](CC#N)C1.CN(C=O)C. The product is [C:50]([CH2:51][C@@H:52]1[CH2:53][CH2:6][C@H:5]([NH:4][C:30]([C:29]2[C:23]3[C:24](=[N:25][CH:26]=[C:21]([C:15]4[C:14]5[C:18](=[CH:19][C:11]([F:10])=[CH:12][CH:13]=5)[N:17]([CH3:20])[N:16]=4)[N:22]=3)[N:27]([CH2:33][O:34][CH2:35][CH2:36][Si:37]([CH3:38])([CH3:39])[CH3:40])[CH:28]=2)=[O:32])[CH2:7]1)#[N:49]. The yield is 0.940. (2) The reactants are [Cl:1][C:2]1[N:3]=[C:4]([C:9]([NH:11][C@H:12]2[CH2:17][CH2:16][N:15]([C:18]3[S:19][C:20]([C:23]([O:25]CC)=[O:24])=[CH:21][N:22]=3)[CH2:14][C@H:13]2[O:28][CH2:29][CH3:30])=[O:10])[NH:5][C:6]=1[CH2:7][CH3:8].[OH-].[Li+].CO. The catalyst is C1COCC1. The product is [Cl:1][C:2]1[N:3]=[C:4]([C:9]([NH:11][C@H:12]2[CH2:17][CH2:16][N:15]([C:18]3[S:19][C:20]([C:23]([OH:25])=[O:24])=[CH:21][N:22]=3)[CH2:14][C@H:13]2[O:28][CH2:29][CH3:30])=[O:10])[NH:5][C:6]=1[CH2:7][CH3:8]. The yield is 0.830. (3) The reactants are [F:1][C:2]1[CH:3]=[C:4]([CH:16]=[CH:17][C:18]=1[F:19])[CH2:5][N:6]1[CH2:15][CH2:14][C:9]2(OCC[O:10]2)[CH2:8][CH2:7]1. The catalyst is Cl. The product is [F:1][C:2]1[CH:3]=[C:4]([CH:16]=[CH:17][C:18]=1[F:19])[CH2:5][N:6]1[CH2:7][CH2:8][C:9](=[O:10])[CH2:14][CH2:15]1. The yield is 0.820.